The task is: Predict the reactants needed to synthesize the given product.. This data is from Full USPTO retrosynthesis dataset with 1.9M reactions from patents (1976-2016). (1) Given the product [N:6]([CH:9]1[CH:13]([O:14][S:2]([CH3:1])(=[O:4])=[O:3])[CH2:12][N:11]([C:15]2[CH:20]=[CH:19][C:18]([N:21]3[CH2:25][C@H:24]([CH2:26][NH:27][C:28](=[O:30])[CH3:29])[O:23][C:22]3=[O:31])=[CH:17][C:16]=2[F:32])[CH2:10]1)=[N+:7]=[N-:8], predict the reactants needed to synthesize it. The reactants are: [CH3:1][S:2](Cl)(=[O:4])=[O:3].[N:6]([CH:9]1[CH:13]([OH:14])[CH2:12][N:11]([C:15]2[CH:20]=[CH:19][C:18]([N:21]3[CH2:25][C@H:24]([CH2:26][NH:27][C:28](=[O:30])[CH3:29])[O:23][C:22]3=[O:31])=[CH:17][C:16]=2[F:32])[CH2:10]1)=[N+:7]=[N-:8].C(N(CC)CC)C. (2) Given the product [NH:1]([C:21]([O:23][C:24]([CH3:27])([CH3:26])[CH3:25])=[O:22])[C@H:2]([C:18]([O:20][CH3:28])=[O:19])[CH2:3][CH2:4][CH2:5][CH2:6][NH:7][C:8]([O:10][CH2:11][C:12]1[CH:17]=[CH:16][CH:15]=[CH:14][CH:13]=1)=[O:9], predict the reactants needed to synthesize it. The reactants are: [NH:1]([C:21]([O:23][C:24]([CH3:27])([CH3:26])[CH3:25])=[O:22])[C@H:2]([C:18]([OH:20])=[O:19])[CH2:3][CH2:4][CH2:5][CH2:6][NH:7][C:8]([O:10][CH2:11][C:12]1[CH:17]=[CH:16][CH:15]=[CH:14][CH:13]=1)=[O:9].[CH3:28]N(C(ON1N=NC2C=CC=CC1=2)=[N+](C)C)C.[B-](F)(F)(F)F.C(N(CC)CC)C. (3) Given the product [CH3:29][C:24]1[CH:25]=[CH:26][CH:27]=[CH:28][C:23]=1[N:20]1[C:21](=[O:22])[C:11]2=[N:10][N:9]([CH2:8][C:5]3[CH:6]=[N:7][C:2]([C:34]4[CH:33]=[N:32][N:31]([CH3:30])[CH:35]=4)=[CH:3][CH:4]=3)[C:18]3[CH:17]=[CH:16][CH:15]=[CH:14][C:13]=3[C:12]2=[N:19]1, predict the reactants needed to synthesize it. The reactants are: Br[C:2]1[N:7]=[CH:6][C:5]([CH2:8][N:9]2[C:18]3[CH:17]=[CH:16][CH:15]=[CH:14][C:13]=3[C:12]3=[N:19][N:20]([C:23]4[CH:28]=[CH:27][CH:26]=[CH:25][C:24]=4[CH3:29])[C:21](=[O:22])[C:11]3=[N:10]2)=[CH:4][CH:3]=1.[CH3:30][N:31]1[CH:35]=[C:34](B2OC(C)(C)C(C)(C)O2)[CH:33]=[N:32]1.C1(P(C2CCCCC2)C2C=CC=CC=2C2C(C(C)C)=CC(C(C)C)=CC=2C(C)C)CCCCC1.C(=O)([O-])[O-].[K+].[K+]. (4) Given the product [Si:1]([O:8][C@H:9]([C@H:11]([N:15]1[CH:19]=[C:18]([C:20]([O:22][CH2:23][CH3:24])=[O:21])[N:17]=[CH:16]1)[CH2:12][CH2:13][O:14][S:26]([CH3:25])(=[O:28])=[O:27])[CH3:10])([C:4]([CH3:7])([CH3:5])[CH3:6])([CH3:3])[CH3:2], predict the reactants needed to synthesize it. The reactants are: [Si:1]([O:8][C@H:9]([C@H:11]([N:15]1[CH:19]=[C:18]([C:20]([O:22][CH2:23][CH3:24])=[O:21])[N:17]=[CH:16]1)[CH2:12][CH2:13][OH:14])[CH3:10])([C:4]([CH3:7])([CH3:6])[CH3:5])([CH3:3])[CH3:2].[CH3:25][S:26](Cl)(=[O:28])=[O:27].C(N(CC)CC)C. (5) Given the product [C:21]([O:24][C:25]1[CH:30]=[CH:29][C:28]([CH:31]([Br:8])[C:32]([O:34][CH3:35])=[O:33])=[CH:27][CH:26]=1)(=[O:23])[CH3:22], predict the reactants needed to synthesize it. The reactants are: C1C(=O)N([Br:8])C(=O)C1.CC(N=NC(C#N)(C)C)(C#N)C.[C:21]([O:24][C:25]1[CH:30]=[CH:29][C:28]([CH2:31][C:32]([O:34][CH3:35])=[O:33])=[CH:27][CH:26]=1)(=[O:23])[CH3:22]. (6) Given the product [Cl:1][C:2]1[CH:7]=[CH:6][CH:5]=[CH:4][C:3]=1[C:8]1[C:35](=[O:36])[N:34]([CH3:37])[C:11]2[N:12]=[C:13]([NH:16][C:17]3[CH:26]=[CH:25][CH:24]=[C:23]4[C:18]=3[CH2:19][CH2:20][NH:21][CH2:22]4)[N:14]=[CH:15][C:10]=2[CH:9]=1, predict the reactants needed to synthesize it. The reactants are: [Cl:1][C:2]1[CH:7]=[CH:6][CH:5]=[CH:4][C:3]=1[C:8]1[C:35](=[O:36])[N:34]([CH3:37])[C:11]2[N:12]=[C:13]([NH:16][C:17]3[CH:26]=[CH:25][CH:24]=[C:23]4[C:18]=3[CH2:19][CH2:20][N:21](C(OC(C)(C)C)=O)[CH2:22]4)[N:14]=[CH:15][C:10]=2[CH:9]=1.C(O)(C(F)(F)F)=O. (7) The reactants are: [Cl:1][C:2]1[CH:3]=[C:4]([C:9]2[N:14]=[C:13]([OH:15])[CH:12]=[C:11]([CH:16]([CH3:18])[CH3:17])[N:10]=2)[CH:5]=[C:6]([Cl:8])[CH:7]=1.[Br-].Br[CH2:21][C:22]1[CH:31]=[CH:30][C:25]([C:26]([O:28]C)=[O:27])=[CH:24][CH:23]=1. Given the product [Cl:8][C:6]1[CH:5]=[C:4]([C:9]2[N:14]=[C:13]([O:15][CH2:21][C:22]3[CH:31]=[CH:30][C:25]([C:26]([OH:28])=[O:27])=[CH:24][CH:23]=3)[CH:12]=[C:11]([CH:16]([CH3:18])[CH3:17])[N:10]=2)[CH:3]=[C:2]([Cl:1])[CH:7]=1, predict the reactants needed to synthesize it. (8) Given the product [CH3:24][S:25][CH2:2][C@H:3]1[O:7][C:6](=[O:8])[N:5]([NH:9][C:10](=[O:16])[O:11][C:12]([CH3:15])([CH3:14])[CH3:13])[CH2:4]1, predict the reactants needed to synthesize it. The reactants are: O[CH2:2][C@H:3]1[O:7][C:6](=[O:8])[N:5]([NH:9][C:10](=[O:16])[O:11][C:12]([CH3:15])([CH3:14])[CH3:13])[CH2:4]1.C(N(CC)CC)C.[CH3:24][S:25](Cl)(=O)=O.C[S-].[Na+].